Dataset: Full USPTO retrosynthesis dataset with 1.9M reactions from patents (1976-2016). Task: Predict the reactants needed to synthesize the given product. (1) Given the product [CH3:44][N:42]([CH3:43])[C:40](=[O:41])[C:39]1[CH:45]=[CH:46][C:36]([NH:35][C:2]2[N:3]=[C:4]([O:29][CH:30]3[CH2:34][CH2:33][O:32][CH2:31]3)[C:5]3[C:10]([C:11]4[CH:20]=[CH:19][C:14]5[N:15]=[C:16]([CH3:18])[O:17][C:13]=5[CH:12]=4)=[CH:9][N:8]([CH2:21][O:22][CH2:23][CH2:24][Si:25]([CH3:27])([CH3:26])[CH3:28])[C:6]=3[N:7]=2)=[C:37]([CH3:47])[CH:38]=1, predict the reactants needed to synthesize it. The reactants are: Cl[C:2]1[N:3]=[C:4]([O:29][CH:30]2[CH2:34][CH2:33][O:32][CH2:31]2)[C:5]2[C:10]([C:11]3[CH:20]=[CH:19][C:14]4[N:15]=[C:16]([CH3:18])[O:17][C:13]=4[CH:12]=3)=[CH:9][N:8]([CH2:21][O:22][CH2:23][CH2:24][Si:25]([CH3:28])([CH3:27])[CH3:26])[C:6]=2[N:7]=1.[NH2:35][C:36]1[CH:46]=[CH:45][C:39]([C:40]([N:42]([CH3:44])[CH3:43])=[O:41])=[CH:38][C:37]=1[CH3:47].C(=O)([O-])[O-].[Cs+].[Cs+].C1(P(C2C=CC=CC=2)C2C=CC3C(=CC=CC=3)C=2C2C3C(=CC=CC=3)C=CC=2P(C2C=CC=CC=2)C2C=CC=CC=2)C=CC=CC=1. (2) Given the product [F:34][C:35]1[CH:43]=[CH:42][CH:41]=[CH:40][C:36]=1[C:37]1[N:38]=[C:12]([OH:13])[C:8]2[CH2:9][CH2:10][C@H:11]3[C@H:2]([CH3:1])[C:3]4([CH2:4][CH2:5][C@:6]3([C:17]3[CH:22]=[CH:21][CH:20]=[CH:19][CH:18]=3)[C:7]=2[N:39]=1)[O:23][CH2:24][CH2:25][O:26]4, predict the reactants needed to synthesize it. The reactants are: [CH3:1][C@H:2]1[C@H:11]2[C@@:6]([C:17]3[CH:22]=[CH:21][CH:20]=[CH:19][CH:18]=3)([C:7](=O)[CH:8]([C:12](OC)=[O:13])[CH2:9][CH2:10]2)[CH2:5][CH2:4][C:3]21[O:26][CH2:25][CH2:24][O:23]2.CC(C)([O-])C.[K+].Cl.[F:34][C:35]1[CH:43]=[CH:42][CH:41]=[CH:40][C:36]=1[C:37](=[NH:39])[NH2:38]. (3) Given the product [CH2:49]([O:48][C:46]([CH2:45][NH:44][CH2:1][C:2]1[CH:3]=[C:4]([CH:8]=[CH:9][C:10]=1[N+:11]([O-:13])=[O:12])[C:5]([O:7][CH3:16])=[O:6])=[O:47])[CH3:50], predict the reactants needed to synthesize it. The reactants are: [CH3:1][C:2]1[CH:3]=[C:4]([CH:8]=[CH:9][C:10]=1[N+:11]([O-:13])=[O:12])[C:5]([OH:7])=[O:6].CO.[CH3:16]N(C1C=CC=CN=1)C.C1C(C(OO)=O)=CC=CC=1.BrN1C(=O)CCC1=O.Cl.[NH2:44][CH2:45][C:46]([O:48][CH2:49][CH3:50])=[O:47].C(=O)([O-])O.[Na+]. (4) Given the product [CH3:1][C:2]1[N:3]=[C:4]2[C:9]([C:10]([F:13])([F:11])[F:12])=[CH:8][CH:7]=[CH:6][N:5]2[C:14]=1[C:16]1[CH:17]=[C:18]([OH:22])[CH:19]=[CH:20][CH:21]=1, predict the reactants needed to synthesize it. The reactants are: [CH3:1][C:2]1[N:3]=[C:4]2[C:9]([C:10]([F:13])([F:12])[F:11])=[CH:8][CH:7]=[CH:6][N:5]2[CH:14]=1.I[C:16]1[CH:17]=[C:18]([OH:22])[CH:19]=[CH:20][CH:21]=1.C(=O)([O-])[O-].[Cs+].[Cs+].Cl. (5) The reactants are: C([O:3][C:4]([C:6]1[N:11]=[C:10]([CH2:12][N:13]2[CH2:21][CH2:20][N:19]([CH2:22][C:23]3[CH:28]=[C:27]([C:29]4[C:34]([O:35][CH3:36])=[CH:33][C:32]([O:37][CH3:38])=[CH:31][C:30]=4[O:39][CH3:40])[CH:26]=[C:25]([C:41]([O:43]CC)=[O:42])[N:24]=3)[CH2:18][CH2:17][N:16]([CH2:46][C:47]3[N:52]=[C:51]([C:53]([O:55]CC)=[O:54])[CH:50]=[C:49]([C:58]4[C:63]([O:64][CH3:65])=[CH:62][C:61]([O:66][CH3:67])=[CH:60][C:59]=4[O:68][CH3:69])[CH:48]=3)[CH2:15][CH2:14]2)[CH:9]=[C:8]([C:70]2[C:75]([O:76][CH3:77])=[CH:74][C:73]([O:78][CH3:79])=[CH:72][C:71]=2[O:80][CH3:81])[CH:7]=1)=[O:5])C.[Cl-].[Dy+3:83].[Cl-].[Cl-]. Given the product [Dy+3:83].[C:41]([C:25]1[N:24]=[C:23]([CH2:22][N:19]2[CH2:18][CH2:17][N:16]([CH2:46][C:47]3[CH:48]=[C:49]([C:58]4[C:63]([O:64][CH3:65])=[CH:62][C:61]([O:66][CH3:67])=[CH:60][C:59]=4[O:68][CH3:69])[CH:50]=[C:51]([C:53]([OH:55])=[O:54])[N:52]=3)[CH2:15][CH2:14][N:13]([CH2:12][C:10]3[N:11]=[C:6]([C:4]([OH:5])=[O:3])[CH:7]=[C:8]([C:70]4[C:71]([O:80][CH3:81])=[CH:72][C:73]([O:78][CH3:79])=[CH:74][C:75]=4[O:76][CH3:77])[CH:9]=3)[CH2:21][CH2:20]2)[CH:28]=[C:27]([C:29]2[C:30]([O:39][CH3:40])=[CH:31][C:32]([O:37][CH3:38])=[CH:33][C:34]=2[O:35][CH3:36])[CH:26]=1)([OH:43])=[O:42], predict the reactants needed to synthesize it.